Task: Predict which catalyst facilitates the given reaction.. Dataset: Catalyst prediction with 721,799 reactions and 888 catalyst types from USPTO (1) Reactant: [O:1]=[C:2]1[C:10]2[C:5](=[CH:6][CH:7]=[CH:8][CH:9]=2)[C:4](=[O:11])[N:3]1[CH2:12][C:13]([OH:15])=[O:14].S(=O)(=O)(O)O.C(=O)(O)[O-].[Na+]. Product: [CH2:4]([O:14][C:13](=[O:15])[CH2:12][N:3]1[C:4](=[O:11])[C:5]2[C:10](=[CH:9][CH:8]=[CH:7][CH:6]=2)[C:2]1=[O:1])[CH2:5][CH2:6][CH3:7]. The catalyst class is: 51. (2) Reactant: CC(OI1(OC(C)=O)(OC(C)=O)OC(=O)C2C=CC=CC1=2)=O.[OH:23][CH2:24][CH:25]1[CH2:29][N:28]([C:30]([O:32][C:33]([CH3:36])([CH3:35])[CH3:34])=[O:31])[CH:27]([CH3:37])[CH2:26]1.C(=O)([O-])O.[Na+].S([O-])([O-])(=O)=S.[Na+].[Na+]. Product: [CH:24]([CH:25]1[CH2:29][N:28]([C:30]([O:32][C:33]([CH3:36])([CH3:35])[CH3:34])=[O:31])[CH:27]([CH3:37])[CH2:26]1)=[O:23]. The catalyst class is: 4. (3) Reactant: [OH:1][N:2]=[C:3]([C:5]1([CH3:19])[CH2:9][O:8][C:7]([CH3:11])([CH3:10])[N:6]1[C:12]([O:14][C:15]([CH3:18])([CH3:17])[CH3:16])=[O:13])[NH2:4].[C:20](OC(=O)C)(=O)[CH3:21]. Product: [CH3:10][C:7]1([CH3:11])[N:6]([C:12]([O:14][C:15]([CH3:18])([CH3:17])[CH3:16])=[O:13])[C:5]([CH3:19])([C:3]2[N:4]=[C:20]([CH3:21])[O:1][N:2]=2)[CH2:9][O:8]1. The catalyst class is: 4. (4) Reactant: [NH2:1][C:2]1[CH:11]=[CH:10][C:5]([C:6]([O:8][CH3:9])=[O:7])=[CH:4][CH:3]=1.[C:12]([O:16][C:17]([NH:19][CH2:20][C:21](O)=[O:22])=[O:18])([CH3:15])([CH3:14])[CH3:13]. Product: [C:12]([O:16][C:17]([NH:19][CH2:20][C:21]([NH:1][C:2]1[CH:3]=[CH:4][C:5]([C:6]([O:8][CH3:9])=[O:7])=[CH:10][CH:11]=1)=[O:22])=[O:18])([CH3:15])([CH3:14])[CH3:13]. The catalyst class is: 2. (5) Reactant: C([O:8][C:9]1[CH:14]=[CH:13][C:12]([CH:15]([N:17]([CH:33]2[CH2:35][CH2:34]2)[C:18]([C@@H:20]2[O:25][CH2:24][CH2:23][N:22]([C:26]([O:28][C:29]([CH3:32])([CH3:31])[CH3:30])=[O:27])[CH2:21]2)=[O:19])[CH3:16])=[CH:11][C:10]=1[O:36][CH2:37][CH2:38][CH2:39][O:40][CH3:41])C1C=CC=CC=1. Product: [CH:33]1([N:17]([C@@H:15]([C:12]2[CH:13]=[CH:14][C:9]([OH:8])=[C:10]([O:36][CH2:37][CH2:38][CH2:39][O:40][CH3:41])[CH:11]=2)[CH3:16])[C:18]([C@@H:20]2[O:25][CH2:24][CH2:23][N:22]([C:26]([O:28][C:29]([CH3:31])([CH3:30])[CH3:32])=[O:27])[CH2:21]2)=[O:19])[CH2:34][CH2:35]1. The catalyst class is: 19. (6) Reactant: [CH2:1]([N:8]1[C:13](=[O:14])[C:12]2=[CH:15][CH:16]=[CH:17][N:11]2[N:10]=[C:9]1[CH2:18][CH2:19][CH3:20])[C:2]1[CH:7]=[CH:6][CH:5]=[CH:4][CH:3]=1.C[Si]([N-][Si](C)(C)C)(C)C.[K+].C1(S(N2C(C3C=CC=CC=3)O2)(=O)=[O:38])C=CC=CC=1. Product: [CH2:1]([N:8]1[C:13](=[O:14])[C:12]2=[CH:15][CH:16]=[CH:17][N:11]2[N:10]=[C:9]1[CH:18]([OH:38])[CH2:19][CH3:20])[C:2]1[CH:3]=[CH:4][CH:5]=[CH:6][CH:7]=1. The catalyst class is: 1. (7) Reactant: [F:1][CH:2]([F:13])[C:3]1[CH:12]=[C:11]2[C:6]([CH:7]=[CH:8][CH:9]=[N:10]2)=[CH:5][CH:4]=1.[BH3-]C#N.[Na+].B(F)(F)F.CCOCC.C([O-])(O)=O.[Na+]. Product: [F:13][CH:2]([F:1])[C:3]1[CH:12]=[C:11]2[C:6]([CH2:7][CH2:8][CH2:9][NH:10]2)=[CH:5][CH:4]=1. The catalyst class is: 5. (8) Reactant: [CH3:1][O:2][C:3]([C:5]1[CH:13]=[C:12]2[C:8]([C:9]([CH:43]3[CH2:48][CH2:47][CH2:46][CH2:45][CH2:44]3)=[C:10]([C:18]3[CH:19]=[C:20]4[C:25](=[CH:26][CH:27]=3)[N:24]=[C:23]([C:28]3[CH:33]=[C:32]([O:34][CH3:35])[CH:31]=[CH:30][C:29]=3[C:36]3[CH:41]=[CH:40][C:39]([Cl:42])=[CH:38][CH:37]=3)[CH:22]=[CH:21]4)[N:11]2[CH2:14][C:15](O)=[O:16])=[CH:7][CH:6]=1)=[O:4].CN(C(ON1N=NC2C=CC=NC1=2)=[N+](C)C)C.F[P-](F)(F)(F)(F)F.CCN(C(C)C)C(C)C.[NH:82]1[CH2:87][CH2:86][O:85][CH2:84][CH2:83]1. Product: [CH3:1][O:2][C:3]([C:5]1[CH:13]=[C:12]2[C:8]([C:9]([CH:43]3[CH2:48][CH2:47][CH2:46][CH2:45][CH2:44]3)=[C:10]([C:18]3[CH:19]=[C:20]4[C:25](=[CH:26][CH:27]=3)[N:24]=[C:23]([C:28]3[CH:33]=[C:32]([O:34][CH3:35])[CH:31]=[CH:30][C:29]=3[C:36]3[CH:37]=[CH:38][C:39]([Cl:42])=[CH:40][CH:41]=3)[CH:22]=[CH:21]4)[N:11]2[CH2:14][C:15]([N:82]2[CH2:87][CH2:86][O:85][CH2:84][CH2:83]2)=[O:16])=[CH:7][CH:6]=1)=[O:4]. The catalyst class is: 3. (9) Reactant: [CH2:1]([N:8]1[CH2:13][CH2:12][C:11]([CH2:23][NH2:24])([N:14]2[CH2:19][CH2:18][N:17]([CH:20]3[CH2:22][CH2:21]3)[CH2:16][CH2:15]2)[CH2:10][CH2:9]1)[C:2]1[CH:7]=[CH:6][CH:5]=[CH:4][CH:3]=1.[F:25][C:26]([F:37])([F:36])[C:27](O[C:27](=[O:28])[C:26]([F:37])([F:36])[F:25])=[O:28]. Product: [CH2:1]([N:8]1[CH2:13][CH2:12][C:11]([CH2:23][NH:24][C:27](=[O:28])[C:26]([F:37])([F:36])[F:25])([N:14]2[CH2:19][CH2:18][N:17]([CH:20]3[CH2:22][CH2:21]3)[CH2:16][CH2:15]2)[CH2:10][CH2:9]1)[C:2]1[CH:7]=[CH:6][CH:5]=[CH:4][CH:3]=1. The catalyst class is: 4.